Dataset: Hepatocyte clearance measurements from AstraZeneca. Task: Regression/Classification. Given a drug SMILES string, predict its absorption, distribution, metabolism, or excretion properties. Task type varies by dataset: regression for continuous measurements (e.g., permeability, clearance, half-life) or binary classification for categorical outcomes (e.g., BBB penetration, CYP inhibition). For this dataset (clearance_hepatocyte_az), we predict log10(clearance) (log10 of the in vitro intrinsic clearance, CLint, in uL/min per 10^6 hepatocytes; values are censored to the assay range of 3 to 150, which is 0.477 to 2.18 on this log10 scale). (1) The compound is CC/C(=C(\c1ccccc1)c1ccc(/C=C/C(=O)O)cc1)c1ccccc1. The log10(clearance) is 2.03. (2) The molecule is O=C(Nc1cc(-c2ccnc(Nc3ccc(F)cc3)c2)ccn1)C1CCOCC1. The log10(clearance) is 2.18. (3) The molecule is Cc1oncc1C(=O)Nc1ccc(C(F)(F)F)cc1. The log10(clearance) is 0.480. (4) The drug is CC1(C)[C@@H]2CC[C@@]1(CS(=O)(=O)N1CCN(c3ccc(C#N)cn3)CC1)C(=O)C2. The log10(clearance) is 2.18.